This data is from NCI-60 drug combinations with 297,098 pairs across 59 cell lines. The task is: Regression. Given two drug SMILES strings and cell line genomic features, predict the synergy score measuring deviation from expected non-interaction effect. (1) Drug 1: C1=NC2=C(N=C(N=C2N1C3C(C(C(O3)CO)O)F)Cl)N. Drug 2: C1C(C(OC1N2C=NC3=C2NC=NCC3O)CO)O. Cell line: K-562. Synergy scores: CSS=13.2, Synergy_ZIP=0.0601, Synergy_Bliss=0.931, Synergy_Loewe=-11.0, Synergy_HSA=-1.75. (2) Drug 2: C1=NC2=C(N=C(N=C2N1C3C(C(C(O3)CO)O)F)Cl)N. Cell line: PC-3. Drug 1: CN1CCC(CC1)COC2=C(C=C3C(=C2)N=CN=C3NC4=C(C=C(C=C4)Br)F)OC. Synergy scores: CSS=29.5, Synergy_ZIP=7.37, Synergy_Bliss=9.39, Synergy_Loewe=8.08, Synergy_HSA=12.3. (3) Drug 1: CC1=CC=C(C=C1)C2=CC(=NN2C3=CC=C(C=C3)S(=O)(=O)N)C(F)(F)F. Drug 2: CC1=C(N=C(N=C1N)C(CC(=O)N)NCC(C(=O)N)N)C(=O)NC(C(C2=CN=CN2)OC3C(C(C(C(O3)CO)O)O)OC4C(C(C(C(O4)CO)O)OC(=O)N)O)C(=O)NC(C)C(C(C)C(=O)NC(C(C)O)C(=O)NCCC5=NC(=CS5)C6=NC(=CS6)C(=O)NCCC[S+](C)C)O. Cell line: SNB-75. Synergy scores: CSS=15.2, Synergy_ZIP=-6.49, Synergy_Bliss=-2.23, Synergy_Loewe=-12.3, Synergy_HSA=-1.34.